From a dataset of Reaction yield outcomes from USPTO patents with 853,638 reactions. Predict the reaction yield, written as a fraction of the theoretical maximum amount of product (1.0 means a 100% yield; for example, 0.34 means a 34% yield). The reactants are [C:1]([C:3]1[CH:8]=[CH:7][C:6](B(O)O)=[CH:5][CH:4]=1)#[N:2].Br[C:13]1[CH:18]=[C:17]([F:19])[C:16]([OH:20])=[C:15]([Cl:21])[CH:14]=1. No catalyst specified. The product is [Cl:21][C:15]1[CH:14]=[C:13]([C:6]2[CH:7]=[CH:8][C:3]([C:1]#[N:2])=[CH:4][CH:5]=2)[CH:18]=[C:17]([F:19])[C:16]=1[OH:20]. The yield is 0.480.